This data is from Forward reaction prediction with 1.9M reactions from USPTO patents (1976-2016). The task is: Predict the product of the given reaction. (1) Given the reactants [CH:1]1([CH2:4][OH:5])[CH2:3][CH2:2]1.[H-].[Na+].Br[C:9]1[N:10]=[CH:11][C:12]([C:22]([OH:24])=[O:23])=[N:13][C:14]=1[C:15]1[CH:20]=[CH:19][C:18]([Cl:21])=[CH:17][CH:16]=1.Cl, predict the reaction product. The product is: [Cl:21][C:18]1[CH:17]=[CH:16][C:15]([C:14]2[N:13]=[C:12]([C:22]([OH:24])=[O:23])[CH:11]=[N:10][C:9]=2[O:5][CH2:4][CH:1]2[CH2:3][CH2:2]2)=[CH:20][CH:19]=1. (2) The product is: [Cl:33][C:31]1[CH:30]=[CH:29][C:3]([C:4]([NH:6][CH2:7][C@H:8]2[CH2:12][CH2:11][CH2:10][N:9]2[C:13](=[O:28])[CH2:14][CH2:15][CH2:16][NH:17][C:18](=[O:27])[O:19][CH2:20][C:21]2[CH:26]=[CH:25][CH:24]=[CH:23][CH:22]=2)=[O:5])=[C:2]([NH:44][CH2:43][CH2:42][CH:37]2[CH2:38][CH2:39][CH2:40][CH2:41][O:36]2)[N:32]=1. Given the reactants Cl[C:2]1[N:32]=[C:31]([Cl:33])[CH:30]=[CH:29][C:3]=1[C:4]([NH:6][CH2:7][C@H:8]1[CH2:12][CH2:11][CH2:10][N:9]1[C:13](=[O:28])[CH2:14][CH2:15][CH2:16][NH:17][C:18](=[O:27])[O:19][CH2:20][C:21]1[CH:26]=[CH:25][CH:24]=[CH:23][CH:22]=1)=[O:5].[Cl-].Cl.[O:36]1[CH2:41][CH2:40][CH2:39][CH2:38][CH:37]1[CH2:42][CH2:43][NH2:44].C([O-])([O-])=O.[K+].[K+], predict the reaction product. (3) Given the reactants C1C=C[NH+]=CC=1.[O-][Cr](Cl)(=O)=O.[C:12]([O:16][C:17]([N:19]1[CH2:22][CH:21]([OH:23])[CH2:20]1)=[O:18])([CH3:15])([CH3:14])[CH3:13], predict the reaction product. The product is: [O:23]=[C:21]1[CH2:22][N:19]([C:17]([O:16][C:12]([CH3:15])([CH3:14])[CH3:13])=[O:18])[CH2:20]1. (4) Given the reactants B(O)(O)O.[OH:5][N:6]1[C:11]([CH3:13])([CH3:12])[CH2:10][CH:9]([O:14][C:15](=[O:22])[C:16]2[CH:21]=[CH:20][CH:19]=[CH:18][CH:17]=2)[CH2:8][C:7]1([CH3:24])[CH3:23].[C:25](#N)[CH3:26].OO, predict the reaction product. The product is: [CH:26]1([O:5][N:6]2[C:11]([CH3:13])([CH3:12])[CH2:10][CH:9]([O:14][C:15](=[O:22])[C:16]3[CH:21]=[CH:20][CH:19]=[CH:18][CH:17]=3)[CH2:8][C:7]2([CH3:24])[CH3:23])[CH2:25][CH2:9][CH2:8][CH2:7][CH2:23]1. (5) Given the reactants [NH2:1][C:2]1[CH:3]=[C:4]([C:12]2[CH:17]=[CH:16][C:15]([CH2:18][CH2:19][N:20]([CH2:36][C:37]3[CH:42]=[CH:41][CH:40]=[CH:39][CH:38]=3)[CH2:21][C@@H:22]([C:30]3[CH:35]=[CH:34][CH:33]=[CH:32][CH:31]=3)[O:23][CH:24]3[CH2:29][CH2:28][CH2:27][CH2:26][O:25]3)=[CH:14][CH:13]=2)[CH:5]=[CH:6][C:7]=1[C:8]([O:10][CH3:11])=[O:9].[C:43](OC(=O)C)(=[O:45])[CH3:44].O, predict the reaction product. The product is: [C:43]([NH:1][C:2]1[CH:3]=[C:4]([C:12]2[CH:17]=[CH:16][C:15]([CH2:18][CH2:19][N:20]([CH2:36][C:37]3[CH:38]=[CH:39][CH:40]=[CH:41][CH:42]=3)[CH2:21][C@@H:22]([C:30]3[CH:31]=[CH:32][CH:33]=[CH:34][CH:35]=3)[O:23][CH:24]3[CH2:29][CH2:28][CH2:27][CH2:26][O:25]3)=[CH:14][CH:13]=2)[CH:5]=[CH:6][C:7]=1[C:8]([O:10][CH3:11])=[O:9])(=[O:45])[CH3:44]. (6) Given the reactants [F:1][C:2]1[CH:7]=[CH:6][N:5]=[C:4]([NH:8][C:9](=[O:15])[O:10][C:11]([CH3:14])([CH3:13])[CH3:12])[CH:3]=1.CN(CCN(C)C)C.C([Li])CCC.[I:29]I.OS([O-])=O.[Na+], predict the reaction product. The product is: [F:1][C:2]1[CH:7]=[CH:6][N:5]=[C:4]([NH:8][C:9](=[O:15])[O:10][C:11]([CH3:12])([CH3:14])[CH3:13])[C:3]=1[I:29].